This data is from NCI-60 drug combinations with 297,098 pairs across 59 cell lines. The task is: Regression. Given two drug SMILES strings and cell line genomic features, predict the synergy score measuring deviation from expected non-interaction effect. (1) Drug 1: C1CCC(C1)C(CC#N)N2C=C(C=N2)C3=C4C=CNC4=NC=N3. Drug 2: CS(=O)(=O)OCCCCOS(=O)(=O)C. Cell line: LOX IMVI. Synergy scores: CSS=17.2, Synergy_ZIP=-5.92, Synergy_Bliss=-2.53, Synergy_Loewe=-0.939, Synergy_HSA=-0.888. (2) Synergy scores: CSS=-0.215, Synergy_ZIP=-1.14, Synergy_Bliss=-0.174, Synergy_Loewe=-2.34, Synergy_HSA=-1.31. Cell line: TK-10. Drug 2: CN(C(=O)NC(C=O)C(C(C(CO)O)O)O)N=O. Drug 1: CS(=O)(=O)OCCCCOS(=O)(=O)C. (3) Drug 1: C(=O)(N)NO. Drug 2: C(CC(=O)O)C(=O)CN.Cl. Cell line: LOX IMVI. Synergy scores: CSS=8.10, Synergy_ZIP=-1.40, Synergy_Bliss=1.64, Synergy_Loewe=0.431, Synergy_HSA=0.577. (4) Drug 1: C1=NC2=C(N=C(N=C2N1C3C(C(C(O3)CO)O)O)F)N. Drug 2: CC1=C(C=C(C=C1)NC(=O)C2=CC=C(C=C2)CN3CCN(CC3)C)NC4=NC=CC(=N4)C5=CN=CC=C5. Cell line: SNB-19. Synergy scores: CSS=10.9, Synergy_ZIP=-5.24, Synergy_Bliss=1.67, Synergy_Loewe=-7.93, Synergy_HSA=-0.409. (5) Drug 1: COC1=NC(=NC2=C1N=CN2C3C(C(C(O3)CO)O)O)N. Drug 2: CC1=C2C(C(=O)C3(C(CC4C(C3C(C(C2(C)C)(CC1OC(=O)C(C(C5=CC=CC=C5)NC(=O)C6=CC=CC=C6)O)O)OC(=O)C7=CC=CC=C7)(CO4)OC(=O)C)O)C)OC(=O)C. Cell line: UACC62. Synergy scores: CSS=-5.21, Synergy_ZIP=-4.87, Synergy_Bliss=-10.6, Synergy_Loewe=-41.4, Synergy_HSA=-15.2.